Dataset: Reaction yield outcomes from USPTO patents with 853,638 reactions. Task: Predict the reaction yield, written as a fraction of the theoretical maximum amount of product (1.0 means a 100% yield; for example, 0.34 means a 34% yield). (1) The reactants are Cl[C:2]1[N:7]2[N:8]=[C:9]([NH2:11])[N:10]=[C:6]2[CH:5]=[N:4][CH:3]=1.[CH3:12][N:13]1[C:21]2[C:16](=[CH:17][C:18](B(O)O)=[CH:19][CH:20]=2)[CH:15]=[N:14]1.C1(P(C2CCCCC2)C2C=CC=CC=2C2C(C(C)C)=CC(C(C)C)=CC=2C(C)C)CCCCC1.C(=O)([O-])[O-].[K+].[K+]. The catalyst is O1CCOCC1.O.C([O-])(=O)C.[Pd+2].C([O-])(=O)C. The product is [CH3:12][N:13]1[C:21]2[C:16](=[CH:17][C:18]([C:2]3[N:7]4[N:8]=[C:9]([NH2:11])[N:10]=[C:6]4[CH:5]=[N:4][CH:3]=3)=[CH:19][CH:20]=2)[CH:15]=[N:14]1. The yield is 0.420. (2) The reactants are [CH3:1][O:2][C:3]1[CH:8]=[CH:7][C:6]([N:9]2[CH2:15][CH2:14][CH2:13][NH:12][CH2:11][CH2:10]2)=[CH:5][CH:4]=1.Br[C:17]1[C:18]([C:25]2[CH:33]=[CH:32][C:28]([N:29]([CH3:31])[CH3:30])=[CH:27][CH:26]=2)=[N:19][C:20]([O:23][CH3:24])=[CH:21][CH:22]=1.C1C=CC(P(C2C(C3C(P(C4C=CC=CC=4)C4C=CC=CC=4)=CC=C4C=3C=CC=C4)=C3C(C=CC=C3)=CC=2)C2C=CC=CC=2)=CC=1.CC(C)([O-])C.[Na+]. The catalyst is C([O-])(=O)C.[Pd+2].C([O-])(=O)C.O.C1(C)C=CC=CC=1. The product is [CH3:24][O:23][C:20]1[N:19]=[C:18]([C:25]2[CH:33]=[CH:32][C:28]([N:29]([CH3:30])[CH3:31])=[CH:27][CH:26]=2)[C:17]([N:12]2[CH2:13][CH2:14][CH2:15][N:9]([C:6]3[CH:5]=[CH:4][C:3]([O:2][CH3:1])=[CH:8][CH:7]=3)[CH2:10][CH2:11]2)=[CH:22][CH:21]=1. The yield is 0.0160. (3) The reactants are [Cl:1][C:2]1[CH:7]=[CH:6][C:5]([C:8](=[CH2:13])[C:9]([O:11][CH3:12])=[O:10])=[CH:4][CH:3]=1.[CH:14]([NH2:17])([CH3:16])[CH3:15].[CH3:18][C:19]([O:22][C:23](O[C:23]([O:22][C:19]([CH3:21])([CH3:20])[CH3:18])=[O:24])=[O:24])([CH3:21])[CH3:20]. The catalyst is C1COCC1. The product is [C:19]([O:22][C:23]([N:17]([CH:14]([CH3:16])[CH3:15])[CH2:13][CH:8]([C:5]1[CH:4]=[CH:3][C:2]([Cl:1])=[CH:7][CH:6]=1)[C:9]([O:11][CH3:12])=[O:10])=[O:24])([CH3:21])([CH3:20])[CH3:18]. The yield is 0.940. (4) The reactants are [OH:1][N:2]1[C:7](=[O:8])[C:6]([CH2:9][C:10]2[CH:15]=[CH:14][C:13]([C:16]3[C:17]([C:22]#[N:23])=[CH:18][CH:19]=[CH:20][CH:21]=3)=[CH:12][CH:11]=2)=[C:5]([CH2:24][CH2:25][CH3:26])[N:4]=[C:3]1[CH3:27].[O:28]1[CH2:33][CH2:32][CH:31](O)[CH2:30][CH2:29]1.C1(P(C2C=CC=CC=2)C2C=CC=CC=2)C=CC=CC=1.[N:55]([C:56]([O:58]C(C)C)=[O:57])=[N:55][C:56]([O:58]C(C)C)=[O:57]. The catalyst is O1CCCC1.C(OCC)(=O)C. The product is [CH3:27][C:3]1[N:2]([O:1][CH:31]2[CH2:32][CH2:33][O:28][CH2:29][CH2:30]2)[C:7](=[O:8])[C:6]([CH2:9][C:10]2[CH:11]=[CH:12][C:13]([C:16]3[CH:21]=[CH:20][CH:19]=[CH:18][C:17]=3[C:22]3[NH:55][C:56](=[O:57])[O:58][N:23]=3)=[CH:14][CH:15]=2)=[C:5]([CH2:24][CH2:25][CH3:26])[N:4]=1. The yield is 0.490. (5) The reactants are [NH2:1][C@H:2]1[CH2:7][CH2:6][C@H:5]([NH:8][C:9]2[CH:10]=[C:11]([N:28]([CH:38]3[CH2:40][CH2:39]3)CC3C=CC(OC)=CC=3)[C:12]3[N:13]([C:15]([C:18]([NH:20][C:21]4[CH:26]=[CH:25][N:24]=[C:23]([Cl:27])[CH:22]=4)=[O:19])=[CH:16][N:17]=3)[N:14]=2)[CH2:4][CH2:3]1.[Br-].[Li+].[CH3:43][C:44]1([CH3:47])[CH2:46][O:45]1.C(O)(C(F)(F)F)=O. The catalyst is CO. The product is [Cl:27][C:23]1[CH:22]=[C:21]([NH:20][C:18]([C:15]2[N:13]3[N:14]=[C:9]([NH:8][C@H:5]4[CH2:6][CH2:7][C@H:2]([NH:1][CH2:43][C:44]([OH:45])([CH3:47])[CH3:46])[CH2:3][CH2:4]4)[CH:10]=[C:11]([NH:28][CH:38]4[CH2:39][CH2:40]4)[C:12]3=[N:17][CH:16]=2)=[O:19])[CH:26]=[CH:25][N:24]=1. The yield is 0.458. (6) The yield is 0.990. The reactants are [CH:1]1([C:4]2[C:13]3[C:8](=[CH:9][CH:10]=[CH:11][CH:12]=3)[C:7]([NH2:14])=[CH:6][CH:5]=2)[CH2:3][CH2:2]1.C(=O)(O)[O-].[Na+].[C:20](Cl)(Cl)=[S:21]. The product is [CH:1]1([C:4]2[C:13]3[C:8](=[CH:9][CH:10]=[CH:11][CH:12]=3)[C:7]([N:14]=[C:20]=[S:21])=[CH:6][CH:5]=2)[CH2:3][CH2:2]1. The catalyst is ClCCl. (7) The reactants are [CH3:1][O:2][C:3]1[CH:4]=[C:5]2[C:10](=[CH:11][C:12]=1[O:13][CH3:14])[N:9]=[CH:8][N:7]=[C:6]2[O:15][C:16]1[CH:17]=[C:18]([CH:20]=[CH:21][CH:22]=1)[NH2:19].[F:23][C:24]([F:35])([F:34])[C:25]1[CH:30]=[CH:29][C:28]([N:31]=[C:32]=[O:33])=[CH:27][CH:26]=1. No catalyst specified. The product is [CH3:1][O:2][C:3]1[CH:4]=[C:5]2[C:10](=[CH:11][C:12]=1[O:13][CH3:14])[N:9]=[CH:8][N:7]=[C:6]2[O:15][C:16]1[CH:17]=[C:18]([NH:19][C:32]([NH:31][C:28]2[CH:27]=[CH:26][C:25]([C:24]([F:23])([F:34])[F:35])=[CH:30][CH:29]=2)=[O:33])[CH:20]=[CH:21][CH:22]=1. The yield is 0.820.